From a dataset of Full USPTO retrosynthesis dataset with 1.9M reactions from patents (1976-2016). Predict the reactants needed to synthesize the given product. (1) Given the product [CH:3]12[NH:2][CH:6]([CH:5](/[CH:17]=[CH:18]/[C:19]3[O:20][N:12]=[CH:13][CH:21]=3)[CH2:4]1)[CH2:7][CH2:8][CH2:10]2.[CH:13]12[NH:12][CH:17]([CH:15](/[CH:16]=[CH:40]\[C:41]3[O:45][N:44]=[CH:43][CH:42]=3)[CH2:14]1)[CH2:18][CH2:19][CH2:21]2, predict the reactants needed to synthesize it. The reactants are: C[N:2]1[CH:6]2[CH2:7][C:8]([CH2:10][CH:3]1[CH2:4][CH2:5]2)=O.C[N:12]1[CH:17]2[CH2:18][C:19]([CH2:21][CH:13]1[CH2:14][CH2:15][CH2:16]2)=[O:20].[H-].C([Al+]CC(C)C)C(C)C.C(OP([CH2:40][C:41]1[O:45][N:44]=[CH:43][CH:42]=1)(=O)OCC)C. (2) Given the product [C:13]([C:4]1[CH:5]=[CH:6][C:1]([C:7]2[CH:8]=[CH:9][C:10]([C:1]([CH3:7])([CH3:6])[CH3:2])=[CH:11][CH:12]=2)=[CH:2][CH:3]=1)([CH3:16])([CH3:15])[CH3:14], predict the reactants needed to synthesize it. The reactants are: [C:1]1([C:7]2[CH:12]=[CH:11][CH:10]=[CH:9][CH:8]=2)[CH:6]=[CH:5][CH:4]=[CH:3][CH:2]=1.[C:13](Cl)([CH3:16])([CH3:15])[CH3:14]. (3) The reactants are: C1N=CN(C(N2C=NC=C2)=[O:7])C=1.Cl.[NH2:14][C@H:15]1[C:23]2[C:18](=[C:19]([C:24]3[S:25][C:26]([C:29]4[CH:30]=[CH:31][C:32]([O:37][CH:38]([CH3:40])[CH3:39])=[C:33]([CH:36]=4)[C:34]#[N:35])=CN=3)[CH:20]=[CH:21][CH:22]=2)[CH2:17][CH2:16]1.C[CH2:42][N:43]([CH2:46][CH3:47])[CH2:44][CH3:45].[NH:48]1[CH2:52]CCC1. Given the product [C:34]([C:33]1[CH:36]=[C:29]([C:26]2[S:25][C:24]([C:19]3[CH:20]=[CH:21][CH:22]=[C:23]4[C:18]=3[CH2:17][CH2:16][C@H:15]4[NH:14][C:42]([N:43]3[CH2:46][CH2:47][CH2:45][CH2:44]3)=[O:7])=[CH:52][N:48]=2)[CH:30]=[CH:31][C:32]=1[O:37][CH:38]([CH3:39])[CH3:40])#[N:35], predict the reactants needed to synthesize it. (4) Given the product [Cl:1][C:2]1[CH:3]=[C:4]([C@H:12]([C:13](=[O:15])[NH:31][C:32]2[CH:37]=[N:36][CH:35]=[CH:34][N:33]=2)[CH2:16][CH:17]2[CH2:21][CH2:20][CH:19]([O:22][CH:23]=[O:24])[CH2:18]2)[CH:5]=[CH:6][C:7]=1[S:8]([CH3:11])(=[O:9])=[O:10], predict the reactants needed to synthesize it. The reactants are: [Cl:1][C:2]1[CH:3]=[C:4]([C@@H:12]([CH2:16][CH:17]2[CH2:21][CH2:20][CH:19]([O:22][CH:23]=[O:24])[CH2:18]2)[C:13]([OH:15])=O)[CH:5]=[CH:6][C:7]=1[S:8]([CH3:11])(=[O:10])=[O:9].C(Cl)(=O)C(Cl)=O.[NH2:31][C:32]1[CH:37]=[N:36][CH:35]=[CH:34][N:33]=1.N1C=CC=CC=1. (5) Given the product [Cl:1][C:2]1[C:7]([C:8]2[CH:9]=[N:10][C:11]([C:16]([F:17])([F:18])[F:19])=[CH:12][C:13]=2[C:14]#[N:15])=[CH:6][C:5]([S:20]([N:23]([CH3:30])[C:24]2[CH:25]=[CH:26][CH:27]=[CH:28][CH:29]=2)(=[O:21])=[O:22])=[C:4]([OH:31])[CH:3]=1, predict the reactants needed to synthesize it. The reactants are: [Cl:1][C:2]1[C:7]([C:8]2[CH:9]=[N:10][C:11]([C:16]([F:19])([F:18])[F:17])=[CH:12][C:13]=2[C:14]#[N:15])=[CH:6][C:5]([S:20]([N:23]([CH3:30])[C:24]2[CH:29]=[CH:28][CH:27]=[CH:26][CH:25]=2)(=[O:22])=[O:21])=[C:4]([O:31]C)[CH:3]=1.B(Br)(Br)Br.